This data is from Reaction yield outcomes from USPTO patents with 853,638 reactions. The task is: Predict the reaction yield, written as a fraction of the theoretical maximum amount of product (1.0 means a 100% yield; for example, 0.34 means a 34% yield). The reactants are [C:1]([C:3]1[CH:8]=[CH:7][C:6]([OH:9])=[CH:5][CH:4]=1)#[N:2].C([O-])([O-])=O.[K+].[K+].[F:16][C:17]1[CH:24]=[CH:23][C:20]([CH2:21]Br)=[CH:19][CH:18]=1. The catalyst is CC(C)=O. The product is [F:16][C:17]1[CH:24]=[CH:23][C:20]([CH2:21][O:9][C:6]2[CH:7]=[CH:8][C:3]([C:1]#[N:2])=[CH:4][CH:5]=2)=[CH:19][CH:18]=1. The yield is 0.810.